From a dataset of Peptide-MHC class II binding affinity with 134,281 pairs from IEDB. Regression. Given a peptide amino acid sequence and an MHC pseudo amino acid sequence, predict their binding affinity value. This is MHC class II binding data. (1) The peptide sequence is ELYKYKVVKIEPLGV. The MHC is DRB1_1201 with pseudo-sequence DRB1_1201. The binding affinity (normalized) is 0.741. (2) The peptide sequence is VSSKRNLADAVSKAP. The MHC is DRB1_1602 with pseudo-sequence DRB1_1602. The binding affinity (normalized) is 0.241.